Dataset: NCI-60 drug combinations with 297,098 pairs across 59 cell lines. Task: Regression. Given two drug SMILES strings and cell line genomic features, predict the synergy score measuring deviation from expected non-interaction effect. (1) Drug 1: CCC(=C(C1=CC=CC=C1)C2=CC=C(C=C2)OCCN(C)C)C3=CC=CC=C3.C(C(=O)O)C(CC(=O)O)(C(=O)O)O. Drug 2: C1=NNC2=C1C(=O)NC=N2. Cell line: U251. Synergy scores: CSS=4.20, Synergy_ZIP=-1.14, Synergy_Bliss=-0.980, Synergy_Loewe=-4.45, Synergy_HSA=-6.09. (2) Drug 1: C1=CN(C(=O)N=C1N)C2C(C(C(O2)CO)O)(F)F. Drug 2: B(C(CC(C)C)NC(=O)C(CC1=CC=CC=C1)NC(=O)C2=NC=CN=C2)(O)O. Cell line: NCI-H460. Synergy scores: CSS=81.6, Synergy_ZIP=4.57, Synergy_Bliss=1.70, Synergy_Loewe=-2.15, Synergy_HSA=3.87. (3) Drug 1: CC1C(C(CC(O1)OC2CC(OC(C2O)C)OC3=CC4=CC5=C(C(=O)C(C(C5)C(C(=O)C(C(C)O)O)OC)OC6CC(C(C(O6)C)O)OC7CC(C(C(O7)C)O)OC8CC(C(C(O8)C)O)(C)O)C(=C4C(=C3C)O)O)O)O. Synergy scores: CSS=15.7, Synergy_ZIP=1.40, Synergy_Bliss=1.85, Synergy_Loewe=-2.12, Synergy_HSA=-1.45. Cell line: OVCAR3. Drug 2: C1C(C(OC1N2C=NC3=C2NC=NCC3O)CO)O. (4) Cell line: MALME-3M. Synergy scores: CSS=52.3, Synergy_ZIP=0.0242, Synergy_Bliss=1.49, Synergy_Loewe=-0.799, Synergy_HSA=4.16. Drug 2: C1CCC(C(C1)N)N.C(=O)(C(=O)[O-])[O-].[Pt+4]. Drug 1: CCCS(=O)(=O)NC1=C(C(=C(C=C1)F)C(=O)C2=CNC3=C2C=C(C=N3)C4=CC=C(C=C4)Cl)F. (5) Drug 1: C(=O)(N)NO. Drug 2: CC(C)NC(=O)C1=CC=C(C=C1)CNNC.Cl. Cell line: CCRF-CEM. Synergy scores: CSS=14.1, Synergy_ZIP=-3.35, Synergy_Bliss=1.32, Synergy_Loewe=-2.90, Synergy_HSA=-0.545. (6) Drug 1: CC12CCC(CC1=CCC3C2CCC4(C3CC=C4C5=CN=CC=C5)C)O. Drug 2: CNC(=O)C1=CC=CC=C1SC2=CC3=C(C=C2)C(=NN3)C=CC4=CC=CC=N4. Cell line: MDA-MB-435. Synergy scores: CSS=13.2, Synergy_ZIP=-0.239, Synergy_Bliss=10.1, Synergy_Loewe=7.98, Synergy_HSA=8.22.